From a dataset of Forward reaction prediction with 1.9M reactions from USPTO patents (1976-2016). Predict the product of the given reaction. (1) The product is: [CH3:1][C:2]1[CH:3]=[N:4][N:5]([C:7]2[CH:12]=[CH:11][N:10]=[CH:9][C:8]=2[N:13]2[CH2:18][CH2:17][CH:16]([C:19]([NH:28][CH:25]3[CH2:26][CH2:27][O:22][CH2:23][CH2:24]3)=[O:20])[CH2:15][CH2:14]2)[CH:6]=1. Given the reactants [CH3:1][C:2]1[CH:3]=[N:4][N:5]([C:7]2[CH:12]=[CH:11][N:10]=[CH:9][C:8]=2[N:13]2[CH2:18][CH2:17][CH:16]([C:19](O)=[O:20])[CH2:15][CH2:14]2)[CH:6]=1.[O:22]1[CH2:27][CH2:26][CH:25]([NH2:28])[CH2:24][CH2:23]1.CN(C(ON1N=NC2C=CC=NC1=2)=[N+](C)C)C.F[P-](F)(F)(F)(F)F.C(N(CC)CC)C, predict the reaction product. (2) Given the reactants [NH:1]1[C:9]2[C:4](=[CH:5][C:6]([NH:10][C:11](=O)[CH2:12][NH:13][CH2:14][C:15]3[CH:20]=[CH:19][CH:18]=[CH:17][CH:16]=3)=[CH:7][CH:8]=2)[CH:3]=[N:2]1.Cl.C(=O)([O-])O.[Na+], predict the reaction product. The product is: [CH2:14]([NH:13][CH2:12][CH2:11][NH:10][C:6]1[CH:5]=[C:4]2[C:9](=[CH:8][CH:7]=1)[NH:1][N:2]=[CH:3]2)[C:15]1[CH:16]=[CH:17][CH:18]=[CH:19][CH:20]=1. (3) Given the reactants C([O:3][C:4](=[O:25])[CH2:5][N:6]1[C:10]2([CH2:15][CH2:14][CH2:13][CH2:12][CH2:11]2)[N:9]=[C:8]([C:16]2[CH:21]=[CH:20][C:19]([C:22]#[N:23])=[CH:18][CH:17]=2)[C:7]1=[O:24])C.[OH-].[Na+], predict the reaction product. The product is: [C:22]([C:19]1[CH:18]=[CH:17][C:16]([C:8]2[C:7](=[O:24])[N:6]([CH2:5][C:4]([OH:25])=[O:3])[C:10]3([CH2:15][CH2:14][CH2:13][CH2:12][CH2:11]3)[N:9]=2)=[CH:21][CH:20]=1)#[N:23].